This data is from Full USPTO retrosynthesis dataset with 1.9M reactions from patents (1976-2016). The task is: Predict the reactants needed to synthesize the given product. (1) The reactants are: [C:1]([NH:8][CH2:9][CH:10]=O)([O:3][C:4]([CH3:7])([CH3:6])[CH3:5])=[O:2].C(O)(=O)C.C(O[BH-](OC(=O)C)OC(=O)C)(=O)C.[Na+].[NH2:30][C:31]1[C:32]([CH3:37])=[CH:33][CH:34]=[CH:35][CH:36]=1. Given the product [CH3:37][C:32]1[CH:33]=[CH:34][CH:35]=[CH:36][C:31]=1[NH:30][CH2:10][CH2:9][NH:8][C:1](=[O:2])[O:3][C:4]([CH3:7])([CH3:6])[CH3:5], predict the reactants needed to synthesize it. (2) The reactants are: [NH2:1][C:2]1[C:7]([NH2:8])=[C:6]([NH:9][C@@H:10]2[C@@H:15]3[CH2:16][C@@H:12]([CH:13]=[CH:14]3)[C@@H:11]2[C:17]([NH2:19])=[O:18])[C:5]([Br:20])=[CH:4][N:3]=1.[N:21]1([C:27]2[CH:34]=[CH:33][C:30]([CH:31]=O)=[CH:29][CH:28]=2)[CH2:26][CH2:25][O:24][CH2:23][CH2:22]1. Given the product [Br:20][C:5]1[C:6]([NH:9][C@@H:10]2[C@@H:15]3[CH2:16][C@@H:12]([CH:13]=[CH:14]3)[C@@H:11]2[C:17]([NH2:19])=[O:18])=[C:7]2[N:8]=[C:31]([C:30]3[CH:29]=[CH:28][C:27]([N:21]4[CH2:26][CH2:25][O:24][CH2:23][CH2:22]4)=[CH:34][CH:33]=3)[NH:1][C:2]2=[N:3][CH:4]=1, predict the reactants needed to synthesize it.